Dataset: Full USPTO retrosynthesis dataset with 1.9M reactions from patents (1976-2016). Task: Predict the reactants needed to synthesize the given product. (1) Given the product [O:1]=[CH:2][CH2:3][CH2:4][C@@H:5]1[N:10]([S:11]([C:14]2[CH:19]=[CH:18][CH:17]=[CH:16][CH:15]=2)(=[O:13])=[O:12])[CH2:9][CH2:8][N:7]([C:20]([O:22][CH2:23][C:24]2[CH:29]=[CH:28][CH:27]=[CH:26][CH:25]=2)=[O:21])[CH2:6]1, predict the reactants needed to synthesize it. The reactants are: [OH:1][CH2:2][CH2:3][CH2:4][C@@H:5]1[N:10]([S:11]([C:14]2[CH:19]=[CH:18][CH:17]=[CH:16][CH:15]=2)(=[O:13])=[O:12])[CH2:9][CH2:8][N:7]([C:20]([O:22][CH2:23][C:24]2[CH:29]=[CH:28][CH:27]=[CH:26][CH:25]=2)=[O:21])[CH2:6]1.CC(OI1(OC(C)=O)(OC(C)=O)OC(=O)C2C=CC=CC1=2)=O. (2) Given the product [Br:26][C:25]1[CH:24]=[CH:23][O:22][C:21]=1[C:18]1[CH:19]=[CH:14][N:15]=[CH:16][CH:17]=1, predict the reactants needed to synthesize it. The reactants are: C([Sn]([C:14]1[CH:19]=[CH:18][CH:17]=[CH:16][N:15]=1)(CCCC)CCCC)CCC.Br[C:21]1[O:22][CH:23]=[CH:24][C:25]=1[Br:26]. (3) Given the product [C:1]([C:5]1[O:6][C:7]2[C:13]([S:14]([N:30]3[CH2:31][CH2:32][CH2:33][N:27]([CH3:26])[CH2:28][CH2:29]3)(=[O:16])=[O:15])=[C:12]([Cl:18])[CH:11]=[CH:10][C:8]=2[N:9]=1)([CH3:4])([CH3:3])[CH3:2], predict the reactants needed to synthesize it. The reactants are: [C:1]([C:5]1[O:6][C:7]2[C:13]([S:14](Cl)(=[O:16])=[O:15])=[C:12]([Cl:18])[CH:11]=[CH:10][C:8]=2[N:9]=1)([CH3:4])([CH3:3])[CH3:2].C(N(CC)CC)C.[CH3:26][N:27]1[CH2:33][CH2:32][CH2:31][NH:30][CH2:29][CH2:28]1.